This data is from Peptide-MHC class I binding affinity with 185,985 pairs from IEDB/IMGT. The task is: Regression. Given a peptide amino acid sequence and an MHC pseudo amino acid sequence, predict their binding affinity value. This is MHC class I binding data. (1) The peptide sequence is NHRNVELSL. The MHC is Mamu-A07 with pseudo-sequence Mamu-A07. The binding affinity (normalized) is 0.607. (2) The peptide sequence is IRLRPGGKK. The MHC is HLA-B27:05 with pseudo-sequence HLA-B27:05. The binding affinity (normalized) is 0.682. (3) The peptide sequence is GYAWIDFDI. The MHC is HLA-A68:02 with pseudo-sequence HLA-A68:02. The binding affinity (normalized) is 0.0847. (4) The peptide sequence is YTMDGEYRL. The MHC is HLA-B27:05 with pseudo-sequence HLA-B27:05. The binding affinity (normalized) is 0.0847. (5) The peptide sequence is AVLLHEESM. The MHC is HLA-B51:01 with pseudo-sequence HLA-B51:01. The binding affinity (normalized) is 0. (6) The peptide sequence is GAVNVVMTF. The MHC is HLA-B58:02 with pseudo-sequence HLA-B58:02. The binding affinity (normalized) is 0.165. (7) The peptide sequence is GLYPQLSAI. The MHC is HLA-A69:01 with pseudo-sequence HLA-A69:01. The binding affinity (normalized) is 0.237.